Dataset: Reaction yield outcomes from USPTO patents with 853,638 reactions. Task: Predict the reaction yield, written as a fraction of the theoretical maximum amount of product (1.0 means a 100% yield; for example, 0.34 means a 34% yield). (1) The reactants are [Br:1][C:2]1[CH:7]=[CH:6][CH:5]=[CH:4][C:3]=1[N:8]1[CH:12]=[N:11][N:10]=[C:9]1[C:13]1[CH:14]=[CH:15][C:16]([C:19]2[CH:24]=[CH:23][CH:22]=[CH:21][CH:20]=2)=[N:17][CH:18]=1.C1C(=O)N([Br:32])C(=O)C1. The catalyst is C(Cl)(Cl)(Cl)Cl.C(O)(=O)C. The product is [Br:32][C:12]1[N:8]([C:3]2[CH:4]=[CH:5][CH:6]=[CH:7][C:2]=2[Br:1])[C:9]([C:13]2[CH:14]=[CH:15][C:16]([C:19]3[CH:24]=[CH:23][CH:22]=[CH:21][CH:20]=3)=[N:17][CH:18]=2)=[N:10][N:11]=1. The yield is 0.690. (2) The reactants are [CH3:1][O:2][C:3]1[CH:29]=[CH:28][C:6]([C:7]([C:9]2[S:13][C:12]([C:14]3[CH:19]=[CH:18][C:17]([O:20][CH3:21])=[CH:16][CH:15]=3)=[C:11]([CH2:22][C:23]([O:25]CC)=[O:24])[CH:10]=2)=[O:8])=[CH:5][CH:4]=1.[OH-].[Na+]. The catalyst is C(O)C. The product is [CH3:1][O:2][C:3]1[CH:29]=[CH:28][C:6]([C:7]([C:9]2[S:13][C:12]([C:14]3[CH:19]=[CH:18][C:17]([O:20][CH3:21])=[CH:16][CH:15]=3)=[C:11]([CH2:22][C:23]([OH:25])=[O:24])[CH:10]=2)=[O:8])=[CH:5][CH:4]=1. The yield is 0.920. (3) The reactants are OC(C(F)(F)F)=O.[NH2:8][C@@H:9]([C@@H:40]([OH:42])[CH3:41])[C:10]([NH:12][C@@H:13]([CH2:31][C:32]1[CH:37]=[CH:36][C:35]([O:38][CH3:39])=[CH:34][CH:33]=1)[C:14]([NH:16][C@@H:17]([CH2:24][C:25]1[CH:30]=[CH:29][CH:28]=[CH:27][CH:26]=1)[C:18]([C@@:20]1([CH3:23])[CH2:22][O:21]1)=[O:19])=[O:15])=[O:11].[O:43]1[CH2:48][CH2:47][N:46]([CH2:49][C:50](O)=[O:51])[CH2:45][CH2:44]1.CN(C(ON1N=NC2C=CC=NC1=2)=[N+](C)C)C.F[P-](F)(F)(F)(F)F.CCN(C(C)C)C(C)C. The catalyst is CN(C=O)C. The product is [OH:42][C@@H:40]([CH3:41])[C@H:9]([NH:8][C:50](=[O:51])[CH2:49][N:46]1[CH2:47][CH2:48][O:43][CH2:44][CH2:45]1)[C:10]([NH:12][C@@H:13]([CH2:31][C:32]1[CH:37]=[CH:36][C:35]([O:38][CH3:39])=[CH:34][CH:33]=1)[C:14]([NH:16][C@@H:17]([CH2:24][C:25]1[CH:30]=[CH:29][CH:28]=[CH:27][CH:26]=1)[C:18]([C@@:20]1([CH3:23])[CH2:22][O:21]1)=[O:19])=[O:15])=[O:11]. The yield is 0.630. (4) The reactants are [CH:1]1([C@@H:7]([NH:9][C:10]([C:12]2[C:21]3[C:16](=[CH:17][CH:18]=[CH:19][CH:20]=3)[N:15]=[C:14]([C:22]3[S:23][CH:24]=[CH:25][CH:26]=3)[C:13]=2[CH2:27][N:28]2[CH2:33][CH2:32][NH:31][C:30](=[O:34])[CH2:29]2)=[O:11])[CH3:8])[CH2:6][CH2:5][CH2:4][CH2:3][CH2:2]1.[H-].[Na+].C([O:39][C:40](=[O:43])[CH2:41]Br)C.[OH-].[Li+]. The catalyst is CN(C=O)C.CO.O. The product is [CH:1]1([C@@H:7]([NH:9][C:10]([C:12]2[C:21]3[C:16](=[CH:17][CH:18]=[CH:19][CH:20]=3)[N:15]=[C:14]([C:22]3[S:23][CH:24]=[CH:25][CH:26]=3)[C:13]=2[CH2:27][N:28]2[CH2:33][CH2:32][N:31]([CH2:41][C:40]([OH:43])=[O:39])[C:30](=[O:34])[CH2:29]2)=[O:11])[CH3:8])[CH2:6][CH2:5][CH2:4][CH2:3][CH2:2]1. The yield is 0.920. (5) The reactants are C(OC([N:8]1[CH2:12][CH2:11][CH2:10][CH:9]1[C:13](=[O:28])[NH:14][C:15]1[CH:16]=[C:17]([C:21]2[CH:26]=[CH:25][C:24]([Cl:27])=[CH:23][CH:22]=2)[CH:18]=[CH:19][CH:20]=1)=O)(C)(C)C.Cl.[CH3:30][O:31][C:32]([NH:34][CH:35]([CH:39]([CH3:41])[CH3:40])[C:36](O)=[O:37])=[O:33].CN(C(ON1N=NC2C=CC=NC1=2)=[N+](C)C)C.F[P-](F)(F)(F)(F)F.CCN(C(C)C)C(C)C. The catalyst is CO.CN(C=O)C.C(OCC)(=O)C. The product is [CH3:30][O:31][C:32](=[O:33])[NH:34][CH:35]([C:36]([N:8]1[CH2:12][CH2:11][CH2:10][CH:9]1[C:13](=[O:28])[NH:14][C:15]1[CH:16]=[C:17]([C:21]2[CH:26]=[CH:25][C:24]([Cl:27])=[CH:23][CH:22]=2)[CH:18]=[CH:19][CH:20]=1)=[O:37])[CH:39]([CH3:41])[CH3:40]. The yield is 0.960.